The task is: Predict which catalyst facilitates the given reaction.. This data is from Catalyst prediction with 721,799 reactions and 888 catalyst types from USPTO. (1) Reactant: [N-:1]=[N+:2]=[N-:3].[Na+].Br[CH2:6][C:7]1[CH:8]=[C:9]([C:18]([O:20][CH2:21][CH3:22])=[O:19])[N:10]([C:12]2[CH:17]=[CH:16][CH:15]=[CH:14][CH:13]=2)[N:11]=1.O. Product: [N:1]([CH2:6][C:7]1[CH:8]=[C:9]([C:18]([O:20][CH2:21][CH3:22])=[O:19])[N:10]([C:12]2[CH:17]=[CH:16][CH:15]=[CH:14][CH:13]=2)[N:11]=1)=[N+:2]=[N-:3]. The catalyst class is: 16. (2) Reactant: [C:1]1([C@H:7]2[C@@H:11]([C:12]3[CH:17]=[CH:16][CH:15]=[CH:14][CH:13]=3)[NH:10][C:9](=[S:18])[NH:8]2)[CH:6]=[CH:5][CH:4]=[CH:3][CH:2]=1.[Cl:19][C:20]1[CH:27]=[CH:26][C:25]([Cl:28])=[CH:24][C:21]=1[CH2:22]Cl. Product: [ClH:19].[Cl:19][C:20]1[CH:27]=[CH:26][C:25]([Cl:28])=[CH:24][C:21]=1[CH2:22][S:18][C:9]1[NH:8][C@H:7]([C:1]2[CH:2]=[CH:3][CH:4]=[CH:5][CH:6]=2)[C@H:11]([C:12]2[CH:13]=[CH:14][CH:15]=[CH:16][CH:17]=2)[N:10]=1. The catalyst class is: 14. (3) Reactant: [CH2:1]([O:3][C:4]([N:6]1[CH2:11][CH2:10][CH:9]([N:12]2[C:20]3[C:15](=[CH:16][C:17]([N+:21]([O-])=O)=[CH:18][CH:19]=3)[C:14](=[O:24])[NH:13]2)[CH2:8][CH2:7]1)=[O:5])[CH3:2].[C:25]1([C:31]2[O:32][C:33]([C:39]([F:42])([F:41])[F:40])=[C:34]([C:36](O)=[O:37])[N:35]=2)[CH:30]=[CH:29][CH:28]=[CH:27][CH:26]=1.C(N1C2C(=CC(NC(C3C(C)=NN(C4C=CC=CC=4)N=3)=O)=CC=2)C(=O)N1)C.C1COCC1. Product: [CH2:1]([O:3][C:4]([N:6]1[CH2:11][CH2:10][CH:9]([N:12]2[C:20]3[C:15](=[CH:16][C:17]([NH:21][C:36]([C:34]4[N:35]=[C:31]([C:25]5[CH:30]=[CH:29][CH:28]=[CH:27][CH:26]=5)[O:32][C:33]=4[C:39]([F:41])([F:42])[F:40])=[O:37])=[CH:18][CH:19]=3)[C:14](=[O:24])[NH:13]2)[CH2:8][CH2:7]1)=[O:5])[CH3:2]. The catalyst class is: 2. (4) Reactant: [NH:1](C(OCC1C=CC=CC=1)=O)[C@H:2]([C:10]([N:12]1[CH2:23][CH2:22][CH2:21][C@@H:13]1[C:14]([O:16][C:17]([CH3:20])([CH3:19])[CH3:18])=[O:15])=[O:11])[CH2:3][C:4]1[CH:9]=[CH:8][CH:7]=[CH:6][CH:5]=1. Product: [NH2:1][C@H:2]([C:10]([N:12]1[CH2:23][CH2:22][CH2:21][C@@H:13]1[C:14]([O:16][C:17]([CH3:18])([CH3:19])[CH3:20])=[O:15])=[O:11])[CH2:3][C:4]1[CH:5]=[CH:6][CH:7]=[CH:8][CH:9]=1. The catalyst class is: 285.